The task is: Token-level Classification. Given an antigen amino acid sequence, predict which amino acid positions are active epitope sites capable of antibody binding. Output is a list of indices for active positions.. This data is from B-cell epitopes from IEDB database with 3,159 antigens for binding position prediction. (1) Given the antigen sequence: MVESAGRAGQKRPGFLEGGLLLLLLLVTAALVALGVLYADRRGKQLPRLASRLCFLQEERTFVKRKPRGIPEAQEVSEVCTTPGCVIAAARILQNMDPTTEPCDDFYQFACGGWLRRHVIPETNSRYSIFDVLRDELEVILKAVLENSTAKDRPAVEKARTLYRSCMNQSVIEKRGSQPLLDILEVVGGWPVAMDRWNETVGLEWELERQLALMNSQFNRRVLIDLFIWNDDQNSSRHIIYIDQPTLGMPSREYYFNGGSNRKVREAYLQFMVSVATLLREDANLPRDSCLVQEDMVQVLELETQLAKATVPQEERHDVIALYHRMGLEELQSQFGLKGFNWTLFIQTVLSSVKIKLLPDEEVVVYGIPYLQNLENIIDTYSARTIQNYLVWRLVLDRIGSLSQRFKDTRVNYRKALFGTMVEEVRWRECVGYVNSNMENAVGSLYVREAFPGDSKSMVRELIDKVRTVFVETLDELGWIDEESKKKAQEKAMSIREQIG..., which amino acid positions are active epitope sites? The epitope positions are: [600, 601, 602, 603, 604, 605, 606, 607, 608, 609, 610]. The amino acids at these positions are: VIGHEITHGFD. (2) The epitope positions are: [24, 25, 26, 27, 28, 29, 30, 31, 32, 33, 34, 35, 36, 37, 38]. The amino acids at these positions are: DFEVVTFLKDVLPEF. Given the antigen sequence: MFQRSLVHYSVLFPESLRNYLHGLDFEVVTFLKDVLPEFWLLVMHYLTPPMRDVYVGATLTNMGPFVQVVCSVGTPELVPGGELSLLLASDLYDFIQLALRCQLRDQGVEPNVNLLNLLQVFEDPDFFQQI, which amino acid positions are active epitope sites? (3) Given the antigen sequence: MTVKETRKNYQHLWTWGTMLLGILMICSAAEPLWVTVYYGVPVWREATTTLFCASDAKAYDTEVHNVWATHACVPTDPSPQEIPLENVTEKFNMWKNDMVEQMHEDIISLWDQSLKPCVKLTPLCVTLNCTDATKTNNSSGGTKTNNSSGGAVGEGEIKNCSFNITTSMRDKVQKQYALFYKLDVVPIDNNSTNTSYRLISCNTSVITQACPKVSFEPIPIHYCAPAGFAILKCKDKKFNGKGLCKNVSTVQCTHGIRPVVSTQLLLNGSLAEEEVVIRSDNFTNNAKTIIVQLKESVKINCTRPNNNTRKSITIGPGKAFYATXEIIGDIRQAHCNLSRVDWNETLRQIAIKLGEQFKKNTIVFNPSSGGDPEIVMHSFNCGGEFFYCDSTRLFNSTWINGTRNETEGNGSTITLPCKIKQIINLWQEVGKAMYAPPIRGQIRCTSNITGLILTRDGGNNTNETEIFRPGGGDMRDNWRSELYRYKVVKIEPLGVAPTK..., which amino acid positions are active epitope sites? The epitope positions are: [595, 596, 597, 598, 599, 600, 601, 602, 603, 604, 605]. The amino acids at these positions are: WGCSGKLICTT.